Predict the reactants needed to synthesize the given product. From a dataset of Full USPTO retrosynthesis dataset with 1.9M reactions from patents (1976-2016). (1) Given the product [F:14][C:15]([F:20])([C:16]([F:19])([F:18])[F:17])[C:1]([C:4]1[CH:13]=[CH:12][C:7]([C:8]([O:10][CH3:11])=[O:9])=[CH:6][CH:5]=1)([OH:3])[CH3:2], predict the reactants needed to synthesize it. The reactants are: [C:1]([C:4]1[CH:13]=[CH:12][C:7]([C:8]([O:10][CH3:11])=[O:9])=[CH:6][CH:5]=1)(=[O:3])[CH3:2].[F:14][C:15]([Si](C)(C)C)([F:20])[C:16]([F:19])([F:18])[F:17].[F-].C([N+](CCCC)(CCCC)CCCC)CCC.Cl. (2) Given the product [Br:1][C:2]1[CH:7]=[C:6]([C:8]2[N:46]([CH3:45])[C:47]3[CH:52]=[CH:51][CH:50]=[CH:49][C:48]=3[N:53]=2)[C:5]([F:11])=[CH:4][N:3]=1, predict the reactants needed to synthesize it. The reactants are: [Br:1][C:2]1[CH:7]=[C:6]([C:8](O)=O)[C:5]([F:11])=[CH:4][N:3]=1.CN(C(ON1N=NC2C=CC=NC1=2)=[N+](C)C)C.F[P-](F)(F)(F)(F)F.CCN(C(C)C)C(C)C.[CH3:45][NH:46][C:47]1[C:48]([NH2:53])=[CH:49][CH:50]=[CH:51][CH:52]=1. (3) The reactants are: [C:1]([N:5]1[CH2:10][CH2:9][N:8]([C:11]2([C:20]3[CH:25]=[CH:24][CH:23]=[CH:22][CH:21]=3)CCN(C(=O)C)[CH2:13][CH2:12]2)[CH2:7][CH2:6]1)([CH3:4])([CH3:3])[CH3:2].[OH-].[Na+]. Given the product [C:1]([N:5]1[CH2:6][CH2:7][N:8]([CH:11]([C:20]2[CH:25]=[CH:24][CH:23]=[CH:22][CH:21]=2)[CH:12]2[CH2:13][CH2:6][NH:5][CH2:1][CH2:2]2)[CH2:9][CH2:10]1)([CH3:3])([CH3:2])[CH3:4], predict the reactants needed to synthesize it. (4) Given the product [CH3:76][O:75][C:73]1[C:72]([C:77]2[CH:78]=[N:79][N:80]([C:82]([O:84][C:85]([CH3:87])([CH3:86])[CH3:88])=[O:83])[CH:81]=2)=[CH:71][CH:70]=[C:69]([NH:68][C:50]2[CH:51]=[CH:52][C:53]3[CH2:54][N:55]([CH3:67])[CH2:56][C@@H:57]([C:61]4[CH:66]=[CH:65][CH:64]=[CH:63][CH:62]=4)[O:58][C:59]=3[N:60]=2)[N:74]=1, predict the reactants needed to synthesize it. The reactants are: CC1(C)C2C(=C(P(C3C=CC=CC=3)C3C=CC=CC=3)C=CC=2)OC2C(P(C3C=CC=CC=3)C3C=CC=CC=3)=CC=CC1=2.C(=O)([O-])[O-].[Cs+].[Cs+].Cl[C:50]1[CH:51]=[CH:52][C:53]2[CH2:54][N:55]([CH3:67])[CH2:56][C@@H:57]([C:61]3[CH:66]=[CH:65][CH:64]=[CH:63][CH:62]=3)[O:58][C:59]=2[N:60]=1.[NH2:68][C:69]1[N:74]=[C:73]([O:75][CH3:76])[C:72]([C:77]2[CH:78]=[N:79][N:80]([C:82]([O:84][C:85]([CH3:88])([CH3:87])[CH3:86])=[O:83])[CH:81]=2)=[CH:71][CH:70]=1. (5) The reactants are: [Br:1]N1C(=O)CCC1=O.[Cl:9][C:10]1[CH:19]=[CH:18][C:17]2[C:12](=[CH:13][CH:14]=[C:15]([CH3:20])[CH:16]=2)[N:11]=1. Given the product [Br:1][CH2:20][C:15]1[CH:16]=[C:17]2[C:12](=[CH:13][CH:14]=1)[N:11]=[C:10]([Cl:9])[CH:19]=[CH:18]2, predict the reactants needed to synthesize it. (6) Given the product [F:26][C:16]1[C:15]([CH2:14][CH:9]([C:10](=[O:12])[CH3:11])[C:6](=[O:8])[CH3:7])=[C:20]([F:21])[C:19]([F:22])=[C:18]([F:23])[C:17]=1[CH2:24][CH:3]([C:29](=[O:31])[CH3:30])[C:1](=[O:5])[CH3:4], predict the reactants needed to synthesize it. The reactants are: [C:1]([OH:5])([CH3:4])([CH3:3])C.[C:6]([CH2:9][C:10](=[O:12])[CH3:11])(=[O:8])[CH3:7].Br[CH2:14][C:15]1[C:20]([F:21])=[C:19]([F:22])[C:18]([F:23])=[C:17]([CH2:24]Br)[C:16]=1[F:26].[I-].[K+].[CH2:29]([O:31]CC)[CH3:30]. (7) Given the product [N+:1]([C:4]1[CH:5]=[C:6]([C:12]2[O:13][C:14]3[CH:20]=[CH:19][C:18]([C:28]4[CH:27]=[CH:26][CH:25]=[C:24]([O:23][CH3:22])[CH:29]=4)=[CH:17][C:15]=3[N:16]=2)[C:7]([O:10][CH3:11])=[CH:8][CH:9]=1)([O-:3])=[O:2], predict the reactants needed to synthesize it. The reactants are: [N+:1]([C:4]1[CH:5]=[C:6]([C:12]2[O:13][C:14]3[CH:20]=[CH:19][C:18](Br)=[CH:17][C:15]=3[N:16]=2)[C:7]([O:10][CH3:11])=[CH:8][CH:9]=1)([O-:3])=[O:2].[CH3:22][O:23][C:24]1[CH:25]=[C:26](B(O)O)[CH:27]=[CH:28][CH:29]=1.